From a dataset of Forward reaction prediction with 1.9M reactions from USPTO patents (1976-2016). Predict the product of the given reaction. (1) Given the reactants [Br:1][CH2:2][C:3]([O:5][CH2:6][CH3:7])=[O:4].N1([CH:13]2[C:21]3[C:16](=[CH:17][CH:18]=[CH:19][CH:20]=3)[NH:15][C:14]2=C)CCCC1.[CH3:23][CH2:24]O, predict the reaction product. The product is: [Br-:1].[CH2:6]([O:5][C:3]([CH2:2][N+:15]1[C:16]2[C:21](=[CH:20][CH:19]=[CH:18][CH:17]=2)[C:13](=[CH:16][N:15]2[CH2:24][CH2:23][CH2:13][CH2:14]2)[CH:14]=1)=[O:4])[CH3:7]. (2) The product is: [Br:1][C:2]1[CH:3]=[C:4]2[C:9](=[CH:10][CH:11]=1)[O:8][C:7](=[CH2:15])[CH2:6][C:5]2([CH3:14])[CH3:13]. Given the reactants [Br:1][C:2]1[CH:3]=[C:4]2[C:9](=[CH:10][CH:11]=1)[O:8][C:7](=O)[CH2:6][C:5]2([CH3:14])[CH3:13].[C:15]1(C)C=CC=CC=1.[OH-].[Na+], predict the reaction product.